From a dataset of Catalyst prediction with 721,799 reactions and 888 catalyst types from USPTO. Predict which catalyst facilitates the given reaction. (1) Reactant: [Si]([O:8][CH2:9][C@@H:10]([NH:12][C:13]1[CH:18]=[CH:17][CH:16]=[C:15]([Cl:19])[CH:14]=1)[CH3:11])(C(C)(C)C)(C)C.C(=O)=O.CC(C)=O.[C:27]([O:31][C:32](O[C:32]([O:31][C:27]([CH3:30])([CH3:29])[CH3:28])=[O:33])=[O:33])([CH3:30])([CH3:29])[CH3:28].O. Product: [C:27]([O:31][C:32](=[O:33])[N:12]([C:13]1[CH:18]=[CH:17][CH:16]=[C:15]([Cl:19])[CH:14]=1)[C@@H:10]([CH3:11])[CH2:9][OH:8])([CH3:30])([CH3:29])[CH3:28]. The catalyst class is: 7. (2) Reactant: [C:1](Cl)(=[O:3])[CH3:2].FC(F)(F)C(O)=O.[NH2:12][CH2:13][CH:14]([CH3:35])[O:15][C:16]1[CH:21]=[C:20]([F:22])[CH:19]=[CH:18][C:17]=1[NH:23][C:24]1[C:25]2[C:32]([CH3:33])=[C:31]([Cl:34])[S:30][C:26]=2[N:27]=[CH:28][N:29]=1.C(N(CC)CC)C. Product: [Cl:34][C:31]1[S:30][C:26]2[N:27]=[CH:28][N:29]=[C:24]([NH:23][C:17]3[CH:18]=[CH:19][C:20]([F:22])=[CH:21][C:16]=3[O:15][CH:14]([CH3:35])[CH2:13][NH:12][C:1](=[O:3])[CH3:2])[C:25]=2[C:32]=1[CH3:33]. The catalyst class is: 34. (3) Product: [P:1]([O-:5])([O-:4])([O-:3])=[O:2].[Ca+2:10].[P:1]([O-:5])([O-:4])([O-:3])=[O:2].[Ca+2:10].[Ca+2:10]. Reactant: [P:1]([O-:5])([O-:4])([O-:3])=[O:2].[Na+].[Na+].[Na+].[Cl-].[Ca+2:10].[Cl-]. The catalyst class is: 6. (4) Reactant: [OH:1][CH2:2][CH2:3][O:4][C:5]1[C:12]([CH3:13])=[CH:11][C:8]([CH:9]=O)=[CH:7][C:6]=1[CH3:14].[NH2:15][C:16]1[CH:31]=[CH:30][CH:29]=[CH:28][C:17]=1[C:18]([NH:20][C:21]1[CH:26]=[CH:25][C:24]([I:27])=[CH:23][CH:22]=1)=[O:19].S([O-])(O)=O.[Na+].C1(C)C=CC(S(O)(=O)=O)=CC=1. Product: [OH:1][CH2:2][CH2:3][O:4][C:5]1[C:12]([CH3:13])=[CH:11][C:8]([C:9]2[N:20]([C:21]3[CH:26]=[CH:25][C:24]([I:27])=[CH:23][CH:22]=3)[C:18](=[O:19])[C:17]3[C:16](=[CH:31][CH:30]=[CH:29][CH:28]=3)[N:15]=2)=[CH:7][C:6]=1[CH3:14]. The catalyst class is: 395. (5) Reactant: [O:1]1[CH2:6][CH2:5][N:4]([C@H:7]2[CH2:12][CH2:11][C@H:10]([NH:13]C(=O)OC(C)(C)C)[CH2:9][CH2:8]2)[CH2:3][CH2:2]1.[ClH:21]. Product: [ClH:21].[ClH:21].[O:1]1[CH2:2][CH2:3][N:4]([C@H:7]2[CH2:8][CH2:9][C@H:10]([NH2:13])[CH2:11][CH2:12]2)[CH2:5][CH2:6]1. The catalyst class is: 363. (6) Reactant: [C:1]1([NH:7][C:8]([NH:10][C:11]2[CH:16]=[CH:15][C:14]([C:17]([N:19]3[CH2:24][CH2:23][NH:22][CH2:21][CH2:20]3)=[O:18])=[CH:13][CH:12]=2)=[O:9])[CH:6]=[CH:5][CH:4]=[CH:3][CH:2]=1.C(N(C(C)C)C(C)C)C.Cl[CH2:35][C:36]1[CH:37]=[C:38]([CH:43]=[CH:44][C:45]=1[O:46][CH3:47])[C:39]([O:41][CH3:42])=[O:40]. Product: [CH3:47][O:46][C:45]1[CH:44]=[CH:43][C:38]([C:39]([O:41][CH3:42])=[O:40])=[CH:37][C:36]=1[CH2:35][N:22]1[CH2:23][CH2:24][N:19]([C:17](=[O:18])[C:14]2[CH:15]=[CH:16][C:11]([NH:10][C:8]([NH:7][C:1]3[CH:2]=[CH:3][CH:4]=[CH:5][CH:6]=3)=[O:9])=[CH:12][CH:13]=2)[CH2:20][CH2:21]1. The catalyst class is: 10. (7) Reactant: CC1(C)C(C)(C)OB([C:9]2[CH:10]=[C:11]([CH:25]=[CH:26][CH:27]=2)[CH2:12][O:13][C:14]2[CH:19]=[CH:18][CH:17]=[CH:16][C:15]=2[CH2:20][C:21]([O:23][CH3:24])=[O:22])O1.Br[C:30]1[CH:31]=[C:32]([C@H:37]([NH:40][C:41](=[O:47])[O:42][C:43]([CH3:46])([CH3:45])[CH3:44])[CH2:38][OH:39])[CH:33]=[C:34]([Cl:36])[CH:35]=1.[O-]P([O-])([O-])=O.[K+].[K+].[K+].C(Cl)Cl. Product: [C:43]([O:42][C:41]([NH:40][C@@H:37]([C:32]1[CH:31]=[C:30]([C:9]2[CH:27]=[CH:26][CH:25]=[C:11]([CH2:12][O:13][C:14]3[CH:19]=[CH:18][CH:17]=[CH:16][C:15]=3[CH2:20][C:21]([O:23][CH3:24])=[O:22])[CH:10]=2)[CH:35]=[C:34]([Cl:36])[CH:33]=1)[CH2:38][OH:39])=[O:47])([CH3:46])([CH3:44])[CH3:45]. The catalyst class is: 23. (8) Reactant: Cl[CH2:2][C:3]1[O:4][C:5]2[C:11]([O:12][CH3:13])=[C:10]([O:14][CH3:15])[CH:9]=[C:8]([CH2:16][C:17]3[C:18]([NH2:24])=[N:19][C:20]([NH2:23])=[N:21][CH:22]=3)[C:6]=2[CH:7]=1.[H-].[Na+].[NH:27]([C:31]1[CH:36]=[CH:35][C:34]([SH:37])=[CH:33][CH:32]=1)[C:28]([CH3:30])=[O:29]. Product: [NH2:23][C:20]1[N:19]=[C:18]([NH2:24])[C:17]([CH2:16][C:8]2[C:6]3[CH:7]=[C:3]([CH2:2][S:37][C:34]4[CH:33]=[CH:32][C:31]([NH:27][C:28](=[O:29])[CH3:30])=[CH:36][CH:35]=4)[O:4][C:5]=3[C:11]([O:12][CH3:13])=[C:10]([O:14][CH3:15])[CH:9]=2)=[CH:22][N:21]=1. The catalyst class is: 106. (9) Reactant: [F:1][C:2]1[CH:3]=[C:4]([CH:13]=[CH:14][C:15]=1[F:16])[CH2:5][CH2:6][NH:7][C:8](=O)[O:9]CC.O=P12OP3(OP(OP(O3)(O1)=O)(=O)O2)=O. Product: [F:1][C:2]1[CH:3]=[C:4]2[C:13](=[CH:14][C:15]=1[F:16])[C:8](=[O:9])[NH:7][CH2:6][CH2:5]2. The catalyst class is: 265.